Dataset: Full USPTO retrosynthesis dataset with 1.9M reactions from patents (1976-2016). Task: Predict the reactants needed to synthesize the given product. (1) Given the product [NH2:1][C:2]1[N:7]=[C:6]([S:8]([NH:11][C:12](=[O:22])[C:13]2[CH:18]=[CH:17][C:16]([C:26]3[CH:27]=[C:28]([O:30][CH2:31][CH:32]([CH3:33])[CH3:34])[CH:29]=[C:24]([F:23])[CH:25]=3)=[C:15]([F:20])[C:14]=2[F:21])(=[O:10])=[O:9])[CH:5]=[CH:4][CH:3]=1, predict the reactants needed to synthesize it. The reactants are: [NH2:1][C:2]1[N:7]=[C:6]([S:8]([NH:11][C:12](=[O:22])[C:13]2[CH:18]=[CH:17][C:16](Br)=[C:15]([F:20])[C:14]=2[F:21])(=[O:10])=[O:9])[CH:5]=[CH:4][CH:3]=1.[F:23][C:24]1[CH:25]=[C:26](B(O)O)[CH:27]=[C:28]([O:30][CH2:31][CH:32]([CH3:34])[CH3:33])[CH:29]=1.C1(P(C2C=CC=CC=2)C2C=CC=CC=2)CCCC1.CN(C=O)C. (2) Given the product [CH3:20][S:21]([O:1][C@H:2]1[C@H:7]2[CH2:8][C@H:4]([C@@H:5]([C:16]([O:18][CH3:19])=[O:17])[N:6]2[C:9]([O:11][C:12]([CH3:13])([CH3:14])[CH3:15])=[O:10])[CH2:3]1)(=[O:23])=[O:22], predict the reactants needed to synthesize it. The reactants are: [OH:1][C@H:2]1[C@H:7]2[CH2:8][C@H:4]([C@@H:5]([C:16]([O:18][CH3:19])=[O:17])[N:6]2[C:9]([O:11][C:12]([CH3:15])([CH3:14])[CH3:13])=[O:10])[CH2:3]1.[CH3:20][S:21](Cl)(=[O:23])=[O:22]. (3) Given the product [NH2:25][C:26]1[C:27]2[C:34]([C:12]3[CH:13]=[CH:14][CH:15]=[C:10]([O:9][CH2:8][C:1]45[O:7][CH:4]([CH2:3][CH2:2]4)[CH2:5][CH2:6]5)[CH:11]=3)=[CH:33][N:32]([C@@H:36]3[CH2:37][C@H:38]([CH2:40][OH:41])[CH2:39]3)[C:28]=2[N:29]=[CH:30][N:31]=1, predict the reactants needed to synthesize it. The reactants are: [C:1]12([CH2:8][O:9][C:10]3[CH:11]=[C:12](B4OC(C)(C)C(C)(C)O4)[CH:13]=[CH:14][CH:15]=3)[O:7][CH:4]([CH2:5][CH2:6]1)[CH2:3][CH2:2]2.[NH2:25][C:26]1[C:27]2[C:34](I)=[CH:33][N:32]([CH:36]3[CH2:39][CH:38]([CH2:40][OH:41])[CH2:37]3)[C:28]=2[N:29]=[CH:30][N:31]=1.C(=O)([O-])[O-].[Na+].[Na+]. (4) Given the product [Cl:60][C:58]1[CH:57]=[CH:56][C:55]2[N:51]=[C:52]([CH2:61][O:62][C:63]3[CH:68]=[C:67]([F:69])[C:66]([CH2:70][C:71]4[C:79]5[C:74](=[N:75][CH:76]=[CH:77][CH:78]=5)[NH:73][CH:72]=4)=[CH:65][C:64]=3[O:91][CH3:92])[NH:53][C:54]=2[CH:59]=1, predict the reactants needed to synthesize it. The reactants are: ClC1C=C2C(C(C3C=C(OC)C(OCC4N(C)C5C=CC=CC=5N=4)=CC=3F)O)=CN([Si](C(C)C)(C(C)C)C(C)C)C2=NC=1.C(OC([N:51]1[C:55]2[CH:56]=[CH:57][C:58]([Cl:60])=[CH:59][C:54]=2[N:53]=[C:52]1[CH2:61][O:62][C:63]1[CH:68]=[C:67]([F:69])[C:66]([CH:70](O)[C:71]2[C:79]3[C:74](=[N:75][CH:76]=[CH:77][CH:78]=3)[N:73]([Si](C(C)C)(C(C)C)C(C)C)[CH:72]=2)=[CH:65][C:64]=1[O:91][CH3:92])=O)(C)(C)C. (5) Given the product [OH:6][CH2:7][CH2:8][C:9]#[C:10][C:11]([O:13][CH2:14][C:15]1[CH:20]=[CH:19][CH:18]=[CH:17][CH:16]=1)=[O:12], predict the reactants needed to synthesize it. The reactants are: C(OC([O:6][CH2:7][CH2:8][C:9]#[C:10][C:11]([O:13][CH2:14][C:15]1[CH:20]=[CH:19][CH:18]=[CH:17][CH:16]=1)=[O:12])C)C.Cl.